This data is from Catalyst prediction with 721,799 reactions and 888 catalyst types from USPTO. The task is: Predict which catalyst facilitates the given reaction. (1) The catalyst class is: 9. Reactant: [F:1][C:2]1[C:22]([CH3:23])=[CH:21][CH:20]=[CH:19][C:3]=1[O:4][C:5]1[CH2:9][N:8]([C@@H:10]([CH2:14][CH:15]([CH3:17])[CH3:16])[C:11]([OH:13])=O)[C:7](=[O:18])[CH:6]=1.[CH3:24][C:25]1([CH3:37])[O:29][C@H:28]([CH2:30][N:31]2[CH:35]=[CH:34][C:33]([NH2:36])=[N:32]2)[CH2:27][O:26]1.F[P-](F)(F)(F)(F)F.N1(O[P+](N(C)C)(N(C)C)N(C)C)C2C=CC=CC=2N=N1.C(N(CC)CC)C. Product: [CH3:24][C:25]1([CH3:37])[O:29][C@H:28]([CH2:30][N:31]2[CH:35]=[CH:34][C:33]([NH:36][C:11](=[O:13])[C@@H:10]([N:8]3[CH2:9][C:5]([O:4][C:3]4[CH:19]=[CH:20][CH:21]=[C:22]([CH3:23])[C:2]=4[F:1])=[CH:6][C:7]3=[O:18])[CH2:14][CH:15]([CH3:17])[CH3:16])=[N:32]2)[CH2:27][O:26]1. (2) The catalyst class is: 12. Reactant: Cl[C:2]1[N:7]=[C:6]([C:8]2[S:12][C:11]([NH:13][CH2:14][CH3:15])=[N:10][C:9]=2[C:16]2[CH:21]=[CH:20][CH:19]=[C:18]([O:22][CH3:23])[CH:17]=2)[CH:5]=[CH:4][N:3]=1.[N:24]1([C:30]2[N:35]=[CH:34][C:33]([NH2:36])=[CH:32][CH:31]=2)[CH2:29][CH2:28][O:27][CH2:26][CH2:25]1.CC(O)C.Cl. Product: [CH2:14]([NH:13][C:11]1[S:12][C:8]([C:6]2[CH:5]=[CH:4][N:3]=[C:2]([NH:36][C:33]3[CH:34]=[N:35][C:30]([N:24]4[CH2:25][CH2:26][O:27][CH2:28][CH2:29]4)=[CH:31][CH:32]=3)[N:7]=2)=[C:9]([C:16]2[CH:21]=[CH:20][CH:19]=[C:18]([O:22][CH3:23])[CH:17]=2)[N:10]=1)[CH3:15]. (3) Reactant: P([O-])([O-])([O-])=O.[K+].[K+].[K+].Cl[C:10]1[CH:11]=[CH:12][C:13]2[N:19]3[CH2:20][C@H:16]([CH2:17][CH2:18]3)[N:15]([C:21]([NH:23][C:24]3[CH:29]=[N:28][CH:27]=[CH:26][N:25]=3)=[O:22])[C:14]=2[N:30]=1.[CH3:31][C:32]1[CH:36]=[C:35](B2OC(C)(C)C(C)(C)O2)[NH:34][N:33]=1.CC(C1C=C(C(C)C)C(C2C=CC=CC=2P(C2CCCCC2)C2CCCCC2)=C(C(C)C)C=1)C. Product: [CH3:31][C:32]1[CH:36]=[C:35]([C:10]2[CH:11]=[CH:12][C:13]3[N:19]4[CH2:20][C@H:16]([CH2:17][CH2:18]4)[N:15]([C:21]([NH:23][C:24]4[CH:29]=[N:28][CH:27]=[CH:26][N:25]=4)=[O:22])[C:14]=3[N:30]=2)[NH:34][N:33]=1. The catalyst class is: 333. (4) Reactant: [F:1][C:2]1[CH:3]=[CH:4][C:5]([C:12]2[NH:16][N:15]=[CH:14][CH:13]=2)=[C:6]([CH:11]=1)[C:7]([O:9]C)=[O:8].[Li+].[OH-]. Product: [F:1][C:2]1[CH:3]=[CH:4][C:5]([C:12]2[NH:16][N:15]=[CH:14][CH:13]=2)=[C:6]([CH:11]=1)[C:7]([OH:9])=[O:8]. The catalyst class is: 14. (5) Product: [CH2:11]([O:18][C:19]1[CH:27]=[C:26]([F:28])[CH:25]=[C:24]2[C:20]=1[C:21]([CH2:31][CH2:32][N:34]1[CH2:35][C:36]3[C:41](=[CH:40][CH:39]=[CH:38][CH:37]=3)[CH2:42]1)=[CH:22][N:23]2[CH2:29][CH3:30])[C:12]1[CH:13]=[CH:14][CH:15]=[CH:16][CH:17]=1. The catalyst class is: 1. Reactant: [H-].[H-].[H-].[H-].[Li+].[Al+3].[Cl-].[Cl-].[Cl-].[Al+3].[CH2:11]([O:18][C:19]1[CH:27]=[C:26]([F:28])[CH:25]=[C:24]2[C:20]=1[C:21]([CH2:31][C:32]([N:34]1[CH2:42][C:41]3[C:36](=[CH:37][CH:38]=[CH:39][CH:40]=3)[CH2:35]1)=O)=[CH:22][N:23]2[CH2:29][CH3:30])[C:12]1[CH:17]=[CH:16][CH:15]=[CH:14][CH:13]=1. (6) Reactant: [CH3:1][C:2]1[N:7]=[C:6]([OH:8])[CH:5]=[CH:4][C:3]=1[N+:9]([O-:11])=[O:10].[CH2:12]1[CH:16](O)[CH2:15][NH:14][CH2:13]1.C1(P(C2C=CC=CC=2)C2C=CC=CC=2)C=CC=CC=1.N(/C(OC(C)(C)C)=O)=N\C(OC(C)(C)C)=O. Product: [CH3:1][C:2]1[C:3]([N+:9]([O-:11])=[O:10])=[CH:4][CH:5]=[C:6]([O:8][CH:12]2[CH2:16][CH2:15][NH:14][CH2:13]2)[N:7]=1. The catalyst class is: 7. (7) Reactant: [C:1]([O:5][C:6]([N:8]1[CH2:13][CH2:12][CH2:11][CH:10]([C:14]([OH:16])=O)[CH2:9]1)=[O:7])([CH3:4])([CH3:3])[CH3:2].C(N(CC)CC)C.F[P-](F)(F)(F)(F)F.N1(O[P+](N2CCCC2)(N2CCCC2)N2CCCC2)C2C=CC=CC=2N=N1.[CH3:57][NH:58][O:59][CH3:60]. Product: [C:1]([O:5][C:6]([N:8]1[CH2:13][CH2:12][CH2:11][CH:10]([C:14]([N:58]([O:59][CH3:60])[CH3:57])=[O:16])[CH2:9]1)=[O:7])([CH3:2])([CH3:3])[CH3:4]. The catalyst class is: 4.